This data is from Full USPTO retrosynthesis dataset with 1.9M reactions from patents (1976-2016). The task is: Predict the reactants needed to synthesize the given product. (1) Given the product [CH3:2][O:3]/[CH:4]=[CH:26]/[C:28]1[CH:37]=[CH:36][CH:35]=[CH:34][C:29]=1[C:30]([O:32][CH3:33])=[O:31], predict the reactants needed to synthesize it. The reactants are: [Br-].[CH3:2][O:3][CH2:4][P+](C1C=CC=CC=1)(C1C=CC=CC=1)C1C=CC=CC=1.[H-].[Na+].[CH:26]([C:28]1[CH:37]=[CH:36][CH:35]=[CH:34][C:29]=1[C:30]([O:32][CH3:33])=[O:31])=O. (2) The reactants are: [CH3:1][C:2]1([CH:7]([CH2:13][CH3:14])[C:8]([O:10]CC)=[O:9])[O:6][CH2:5][CH2:4][O:3]1.[OH-].[K+]. Given the product [CH3:1][C:2]1([CH:7]([CH2:13][CH3:14])[C:8]([OH:10])=[O:9])[O:6][CH2:5][CH2:4][O:3]1, predict the reactants needed to synthesize it. (3) The reactants are: [OH:1][CH2:2][C@H:3]([C@@H:5]1[C@:13]2([CH3:14])[C@H:8]([C@@H:9]([OH:15])[CH2:10][CH2:11][CH2:12]2)[CH2:7][CH2:6]1)[CH3:4].C(=O)([O-])O.[Na+].C(=O)([O-])[O-].[K+].[K+].ClN1C(=O)CCC1=O.S([O-])([O-])(=O)=S.[Na+].[Na+]. Given the product [OH:15][C@@H:9]1[C@H:8]2[C@@:13]([CH3:14])([C@@H:5]([C@H:3]([CH3:4])[CH:2]=[O:1])[CH2:6][CH2:7]2)[CH2:12][CH2:11][CH2:10]1, predict the reactants needed to synthesize it. (4) Given the product [CH3:1][O:2][C:3](=[O:26])[CH2:4][C:5]1[CH:10]=[C:9]([Cl:11])[CH:8]=[C:7]([O:12][C:13]2[CH:18]=[CH:17][C:16]([NH:19][C:27](=[O:32])[C:28]([CH3:31])([CH3:30])[CH3:29])=[CH:15][C:14]=2[CH2:20][S:21][C:22]([CH3:23])([CH3:25])[CH3:24])[CH:6]=1, predict the reactants needed to synthesize it. The reactants are: [CH3:1][O:2][C:3](=[O:26])[CH2:4][C:5]1[CH:10]=[C:9]([Cl:11])[CH:8]=[C:7]([O:12][C:13]2[CH:18]=[CH:17][C:16]([NH2:19])=[CH:15][C:14]=2[CH2:20][S:21][C:22]([CH3:25])([CH3:24])[CH3:23])[CH:6]=1.[C:27](Cl)(=[O:32])[C:28]([CH3:31])([CH3:30])[CH3:29]. (5) Given the product [CH3:37][O:36][C:34](=[O:35])[CH2:33][O:32][C:31]1[CH:30]=[CH:29][C:28]([C:38]2[CH:43]=[CH:42][C:41]([CH2:44][NH:45][C:22]([C:17]3[CH:16]=[N:15][N:14]([C:8]4[CH:13]=[CH:12][CH:11]=[CH:10][CH:9]=4)[C:18]=3[CH2:19][CH2:20][CH3:21])=[O:23])=[CH:40][CH:39]=2)=[CH:27][C:26]=1[Br:25], predict the reactants needed to synthesize it. The reactants are: C(N(CC)CC)C.[C:8]1([N:14]2[C:18]([CH2:19][CH2:20][CH3:21])=[C:17]([C:22](Cl)=[O:23])[CH:16]=[N:15]2)[CH:13]=[CH:12][CH:11]=[CH:10][CH:9]=1.[Br:25][C:26]1[CH:27]=[C:28]([C:38]2[CH:43]=[CH:42][C:41]([CH2:44][NH3+:45])=[CH:40][CH:39]=2)[CH:29]=[CH:30][C:31]=1[O:32][CH2:33][C:34]([O:36][CH3:37])=[O:35].[Cl-].